Dataset: Forward reaction prediction with 1.9M reactions from USPTO patents (1976-2016). Task: Predict the product of the given reaction. (1) Given the reactants [H-].[H-].[H-].[H-].[Li+].[Al+3].[CH3:7][NH:8][C:9]1[C:14]([C:15](OCC)=[O:16])=[CH:13][N:12]=[C:11]([S:20][CH3:21])[N:10]=1.[OH-].[Na+], predict the reaction product. The product is: [CH3:7][NH:8][C:9]1[C:14]([CH2:15][OH:16])=[CH:13][N:12]=[C:11]([S:20][CH3:21])[N:10]=1. (2) Given the reactants [Cl:1][C:2]1([F:24])[CH:10]=[C:9]([Cl:11])[CH:8]=[C:7]2[C:3]1=[C:4]([CH2:17][CH2:18][C:19]([O:21]CC)=[O:20])[CH:5]([C:12]([O:14]CC)=[O:13])[NH:6]2.O.O.O.[OH-].[Li+], predict the reaction product. The product is: [C:19]([CH2:18][CH2:17][C:4]1[CH:5]([C:12]([OH:14])=[O:13])[NH:6][C:7]2[C:3]=1[C:2]([Cl:1])([F:24])[CH:10]=[C:9]([Cl:11])[CH:8]=2)([OH:21])=[O:20]. (3) The product is: [CH3:12][O:13][C:14]1[CH:19]=[CH:18][C:17]([C:20]2[CH:21]=[C:3]([C:2]([OH:11])=[O:23])[C:4]3[C:9](=[CH:8][CH:7]=[CH:6][CH:5]=3)[N:1]=2)=[CH:16][CH:15]=1. Given the reactants [NH:1]1[C:9]2[C:4](=[CH:5][CH:6]=[CH:7][CH:8]=2)[C:3](=O)[C:2]1=[O:11].[CH3:12][O:13][C:14]1[CH:19]=[CH:18][C:17]([C:20](=O)[CH3:21])=[CH:16][CH:15]=1.[OH-:23].[K+], predict the reaction product. (4) Given the reactants [Cl:1][C:2]1[CH:7]=[CH:6][C:5]([S:8]([N:11]([CH2:21][C:22]2[CH:34]=[CH:33][C:25]([C:26]([NH:28][CH2:29]CSC)=[O:27])=[CH:24][CH:23]=2)[C@H:12]([C:15]2[CH:20]=[CH:19][CH:18]=[CH:17][CH:16]=2)[CH2:13][CH3:14])(=[O:10])=[O:9])=[CH:4][CH:3]=1.ClC1C=C(C=CC=1)C(OO)=[O:40].[CH3:46][S:47]([CH3:49])=[O:48], predict the reaction product. The product is: [Cl:1][C:2]1[CH:7]=[CH:6][C:5]([S:8]([N:11]([CH2:21][C:22]2[CH:34]=[CH:33][C:25]([C:26]([NH:28][CH2:29][CH2:46][S:47]([CH3:49])(=[O:40])=[O:48])=[O:27])=[CH:24][CH:23]=2)[C@H:12]([C:15]2[CH:20]=[CH:19][CH:18]=[CH:17][CH:16]=2)[CH2:13][CH3:14])(=[O:10])=[O:9])=[CH:4][CH:3]=1. (5) Given the reactants [C:1]1([C:12]2[CH:17]=[CH:16][CH:15]=[CH:14][CH:13]=2)[CH:6]=[CH:5][CH:4]=[C:3]([CH2:7][C:8](Cl)=[N:9][OH:10])[CH:2]=1.O1CCCC1.[C:23]([C:25]1[C:26]([NH2:31])=[N:27][CH:28]=[CH:29][CH:30]=1)#[CH:24].C(N(CC)CC)C, predict the reaction product. The product is: [C:1]1([C:12]2[CH:17]=[CH:16][CH:15]=[CH:14][CH:13]=2)[CH:6]=[CH:5][CH:4]=[C:3]([CH2:7][C:8]2[CH:24]=[C:23]([C:25]3[C:26]([NH2:31])=[N:27][CH:28]=[CH:29][CH:30]=3)[O:10][N:9]=2)[CH:2]=1. (6) Given the reactants [F:1][C:2]([F:26])([F:25])[O:3][C:4]1[CH:9]=[CH:8][C:7]([N:10]2[CH:14]=[N:13][C:12]([C:15]3[CH:16]=[C:17]([CH2:21][CH2:22][CH2:23][NH2:24])[CH:18]=[CH:19][CH:20]=3)=[N:11]2)=[CH:6][CH:5]=1.[CH:27]([C:30]1[CH:35]=[C:34]([CH3:36])[CH:33]=[CH:32][C:31]=1[NH:37][C:38]([NH2:40])=[S:39])([CH3:29])[CH3:28].[C:41]([O-])(=[O:43])C.[Na+], predict the reaction product. The product is: [CH:27]([C:30]1[CH:35]=[C:34]([CH3:36])[CH:33]=[CH:32][C:31]=1[NH:37][C:38]([NH:40][C:41]([NH:24][CH2:23][CH2:22][CH2:21][C:17]1[CH:18]=[CH:19][CH:20]=[C:15]([C:12]2[N:13]=[CH:14][N:10]([C:7]3[CH:6]=[CH:5][C:4]([O:3][C:2]([F:1])([F:25])[F:26])=[CH:9][CH:8]=3)[N:11]=2)[CH:16]=1)=[O:43])=[S:39])([CH3:29])[CH3:28]. (7) Given the reactants [Br:1][C:2]1[C:3]([C:12]2[O:13][CH:14]=[CH:15][CH:16]=2)=[N:4][C:5]([NH2:11])=[N:6][C:7]=1S(C)=O.[NH2:17][CH2:18][CH2:19][N:20]1[CH2:25][CH2:24][O:23][CH2:22][CH2:21]1, predict the reaction product. The product is: [Br:1][C:2]1[C:7]([NH:17][CH2:18][CH2:19][N:20]2[CH2:25][CH2:24][O:23][CH2:22][CH2:21]2)=[N:6][C:5]([NH2:11])=[N:4][C:3]=1[C:12]1[O:13][CH:14]=[CH:15][CH:16]=1.